This data is from Forward reaction prediction with 1.9M reactions from USPTO patents (1976-2016). The task is: Predict the product of the given reaction. (1) Given the reactants C[O:2][C:3]1[C:8]2[S:9][CH:10]=[CH:11][C:7]=2[C:6]([CH:12]=[O:13])=[CH:5][CH:4]=1.CC(C)([O-])C.[K+].Cl.C(N(C(S)C)CC)C.Cl, predict the reaction product. The product is: [OH:2][C:3]1[C:8]2[S:9][CH:10]=[CH:11][C:7]=2[C:6]([CH:12]=[O:13])=[CH:5][CH:4]=1. (2) The product is: [CH:17](=[C:22]1[CH2:26][CH2:25][CH2:24][C:23]1=[O:27])[CH2:18][CH2:19][CH2:20][CH3:21]. Given the reactants O.[OH-].[Na+].C(=O)CCCC.C1(=O)CCCC1.O[CH:17]([CH:22]1[CH2:26][CH2:25][CH2:24][C:23]1=[O:27])[CH2:18][CH2:19][CH2:20][CH3:21], predict the reaction product.